From a dataset of NCI-60 drug combinations with 297,098 pairs across 59 cell lines. Regression. Given two drug SMILES strings and cell line genomic features, predict the synergy score measuring deviation from expected non-interaction effect. (1) Drug 1: C1=C(C(=O)NC(=O)N1)F. Drug 2: CC12CCC3C(C1CCC2O)C(CC4=C3C=CC(=C4)O)CCCCCCCCCS(=O)CCCC(C(F)(F)F)(F)F. Cell line: NCI-H226. Synergy scores: CSS=19.4, Synergy_ZIP=8.74, Synergy_Bliss=7.54, Synergy_Loewe=9.98, Synergy_HSA=10.1. (2) Drug 1: C1=NC2=C(N=C(N=C2N1C3C(C(C(O3)CO)O)O)F)N. Drug 2: CC1CCC2CC(C(=CC=CC=CC(CC(C(=O)C(C(C(=CC(C(=O)CC(OC(=O)C3CCCCN3C(=O)C(=O)C1(O2)O)C(C)CC4CCC(C(C4)OC)O)C)C)O)OC)C)C)C)OC. Cell line: PC-3. Synergy scores: CSS=-0.636, Synergy_ZIP=0.0195, Synergy_Bliss=-0.217, Synergy_Loewe=-3.13, Synergy_HSA=-2.53. (3) Drug 1: CC12CCC(CC1=CCC3C2CCC4(C3CC=C4C5=CN=CC=C5)C)O. Drug 2: CN(CCCl)CCCl.Cl. Cell line: SN12C. Synergy scores: CSS=22.3, Synergy_ZIP=-7.82, Synergy_Bliss=-1.04, Synergy_Loewe=-1.76, Synergy_HSA=-1.55. (4) Drug 1: CC1=C2C(C(=O)C3(C(CC4C(C3C(C(C2(C)C)(CC1OC(=O)C(C(C5=CC=CC=C5)NC(=O)OC(C)(C)C)O)O)OC(=O)C6=CC=CC=C6)(CO4)OC(=O)C)OC)C)OC. Drug 2: CNC(=O)C1=NC=CC(=C1)OC2=CC=C(C=C2)NC(=O)NC3=CC(=C(C=C3)Cl)C(F)(F)F. Cell line: NCI-H322M. Synergy scores: CSS=51.4, Synergy_ZIP=-2.56, Synergy_Bliss=-3.63, Synergy_Loewe=-20.8, Synergy_HSA=-1.13. (5) Drug 1: CC1=C2C(C(=O)C3(C(CC4C(C3C(C(C2(C)C)(CC1OC(=O)C(C(C5=CC=CC=C5)NC(=O)C6=CC=CC=C6)O)O)OC(=O)C7=CC=CC=C7)(CO4)OC(=O)C)O)C)OC(=O)C. Drug 2: C#CCC(CC1=CN=C2C(=N1)C(=NC(=N2)N)N)C3=CC=C(C=C3)C(=O)NC(CCC(=O)O)C(=O)O. Cell line: UO-31. Synergy scores: CSS=45.4, Synergy_ZIP=4.87, Synergy_Bliss=-0.0878, Synergy_Loewe=-25.5, Synergy_HSA=-0.786. (6) Drug 1: CC(CN1CC(=O)NC(=O)C1)N2CC(=O)NC(=O)C2. Drug 2: CCN(CC)CCNC(=O)C1=C(NC(=C1C)C=C2C3=C(C=CC(=C3)F)NC2=O)C. Cell line: UACC62. Synergy scores: CSS=15.0, Synergy_ZIP=-4.96, Synergy_Bliss=1.44, Synergy_Loewe=1.95, Synergy_HSA=2.05. (7) Drug 1: C1CN1C2=NC(=NC(=N2)N3CC3)N4CC4. Drug 2: N.N.Cl[Pt+2]Cl. Cell line: SK-MEL-28. Synergy scores: CSS=34.8, Synergy_ZIP=-1.01, Synergy_Bliss=4.91, Synergy_Loewe=-5.99, Synergy_HSA=5.13.